This data is from Full USPTO retrosynthesis dataset with 1.9M reactions from patents (1976-2016). The task is: Predict the reactants needed to synthesize the given product. (1) Given the product [CH3:10][O:9][N:7]([CH3:8])[C:5](=[O:6])[C:4]1[CH:11]=[C:12]([S:14]([F:19])([F:15])([F:16])([F:17])[F:18])[CH:13]=[C:2]([N:1]2[CH2:33][CH2:32][O:31][CH2:30][CH2:29]2)[CH:3]=1, predict the reactants needed to synthesize it. The reactants are: [NH2:1][C:2]1[CH:3]=[C:4]([CH:11]=[C:12]([S:14]([F:19])([F:18])([F:17])([F:16])[F:15])[CH:13]=1)[C:5]([N:7]([O:9][CH3:10])[CH3:8])=[O:6].C(=O)([O-])[O-].[Cs+].[Cs+].[I-].[Na+].Br[CH2:29][CH2:30][O:31][CH2:32][CH2:33]Br. (2) The reactants are: [CH2:1]([NH:3][C@@H:4]1[CH2:8][CH2:7][N:6]([C:9]2[C:14]([C:15]([O:17][CH:18]([CH3:20])[CH3:19])=[O:16])=[CH:13][CH:12]=[CH:11][N:10]=2)[CH2:5]1)[CH3:2].BrCC1C=CC=CC=1[C:29]1[CH:36]=[CH:35][CH:34]=[CH:33][C:30]=1[CH:31]=[O:32].[C:37]([O-])([O-])=O.[K+].[K+]. Given the product [CH2:1]([N:3]([CH2:37][C:34]1[CH:35]=[CH:36][CH:29]=[C:30]([CH:31]=[O:32])[CH:33]=1)[C@@H:4]1[CH2:8][CH2:7][N:6]([C:9]2[C:14]([C:15]([O:17][CH:18]([CH3:19])[CH3:20])=[O:16])=[CH:13][CH:12]=[CH:11][N:10]=2)[CH2:5]1)[CH3:2], predict the reactants needed to synthesize it.